Predict the reactants needed to synthesize the given product. From a dataset of Full USPTO retrosynthesis dataset with 1.9M reactions from patents (1976-2016). (1) Given the product [Cl:1][C:2]1[C:3]2[CH2:16][CH2:15][N:14]([C:17]([O:19][C:20]([CH3:23])([CH3:22])[CH3:21])=[O:18])[CH2:13][CH2:12][C:4]=2[CH:5]=[C:6]2[C:11]=1[N:10]([C:24](=[O:28])[CH:25]([CH3:27])[CH3:26])[CH2:9][CH2:8][CH2:7]2, predict the reactants needed to synthesize it. The reactants are: [Cl:1][C:2]1[C:3]2[CH2:16][CH2:15][N:14]([C:17]([O:19][C:20]([CH3:23])([CH3:22])[CH3:21])=[O:18])[CH2:13][CH2:12][C:4]=2[CH:5]=[C:6]2[C:11]=1[NH:10][CH2:9][CH2:8][CH2:7]2.[C:24](Cl)(=[O:28])[CH:25]([CH3:27])[CH3:26]. (2) Given the product [Br:1][C:2]1[CH:7]=[CH:6][C:5]([S:8]([N:17]2[CH2:18][CH2:19][N:14]([CH3:13])[CH2:15][CH2:16]2)(=[O:10])=[O:9])=[C:4]([Cl:12])[CH:3]=1, predict the reactants needed to synthesize it. The reactants are: [Br:1][C:2]1[CH:7]=[CH:6][C:5]([S:8](Cl)(=[O:10])=[O:9])=[C:4]([Cl:12])[CH:3]=1.[CH3:13][N:14]1[CH2:19][CH2:18][NH:17][CH2:16][CH2:15]1.